This data is from Full USPTO retrosynthesis dataset with 1.9M reactions from patents (1976-2016). The task is: Predict the reactants needed to synthesize the given product. (1) Given the product [F:31][C:28]1[CH:29]=[CH:30][C:23]2[O:22][C:21]([C:19]([NH:18][C:15]3[CH:16]=[CH:17][C:12]([CH2:11][N:8]4[C:9]([CH3:10])=[C:5]([CH2:4][C:3]([OH:33])=[O:2])[C:6]([CH3:32])=[N:7]4)=[CH:13][CH:14]=3)=[O:20])=[C:25]([CH3:26])[C:24]=2[CH:27]=1, predict the reactants needed to synthesize it. The reactants are: C[O:2][C:3](=[O:33])[CH2:4][C:5]1[C:6]([CH3:32])=[N:7][N:8]([CH2:11][C:12]2[CH:17]=[CH:16][C:15]([NH:18][C:19]([C:21]3[O:22][C:23]4[CH:30]=[CH:29][C:28]([F:31])=[CH:27][C:24]=4[C:25]=3[CH3:26])=[O:20])=[CH:14][CH:13]=2)[C:9]=1[CH3:10].[OH-].[Na+].Cl. (2) Given the product [OH:27][C:2]1[CH:3]=[N:4][C:5]2[N:6]([N:8]=[C:9]([C:21]3[CH:26]=[CH:25][CH:24]=[CH:23][CH:22]=3)[C:10]=2[CH2:11][N:12]2[CH2:16][CH:15]([CH2:17][CH2:18][CH3:19])[CH2:14][C:13]2=[O:20])[CH:7]=1, predict the reactants needed to synthesize it. The reactants are: Br[C:2]1[CH:3]=[N:4][C:5]2[N:6]([N:8]=[C:9]([C:21]3[CH:26]=[CH:25][CH:24]=[CH:23][CH:22]=3)[C:10]=2[CH2:11][N:12]2[CH2:16][CH:15]([CH2:17][CH2:18][CH3:19])[CH2:14][C:13]2=[O:20])[CH:7]=1.[O-:27]P([O-])([O-])=O.[K+].[K+].[K+]. (3) Given the product [ClH:33].[O:1]1[C:10]2[C:5](=[CH:6][CH:7]=[CH:8][CH:9]=2)[CH:4]([NH:11][C:12]2[C:13]3[N:14]([C:24]([CH3:28])=[C:25]([CH3:27])[N:26]=3)[CH:15]=[C:16]([C:18]([OH:20])=[O:19])[CH:17]=2)[CH2:3][CH2:2]1, predict the reactants needed to synthesize it. The reactants are: [O:1]1[C:10]2[C:5](=[CH:6][CH:7]=[CH:8][CH:9]=2)[CH:4]([NH:11][C:12]2[C:13]3[N:14]([C:24]([CH3:28])=[C:25]([CH3:27])[N:26]=3)[CH:15]=[C:16]([C:18]([O:20]C(C)C)=[O:19])[CH:17]=2)[CH2:3][CH2:2]1.CO.[OH-].[Na+].[ClH:33]. (4) Given the product [N:23](=[C:15]1/[CH2:16][CH2:17][C@H:18]2[C@@H:10]3[C@@H:11]([C@:2]4([CH3:1])[C:7](=[CH:8][CH2:9]3)[NH:6][C:5](=[O:21])[CH2:4][CH2:3]4)[CH2:12][CH2:13][C@:14]/12[CH3:20])/[NH2:24], predict the reactants needed to synthesize it. The reactants are: [CH3:1][C@@:2]12[C@H:11]3[CH2:12][CH2:13][C@@:14]4([CH3:20])[C@H:18]([C@@H:10]3[CH2:9][CH:8]=[C:7]1[NH:6][C:5](=[O:21])[CH2:4][CH2:3]2)[CH2:17][CH2:16][C:15]4=O.O.[NH2:23][NH2:24]. (5) Given the product [C:1]([O:5][C@@H:6]([C:12]1[C:27]([CH3:28])=[CH:26][C:15]2[N:16]=[C:17]([C:19]3[CH:24]=[CH:23][N:22]=[C:21]([N:43]4[C:44](=[O:46])[C:45]5[N:36]=[CH:37][CH:38]=[CH:39][C:40]=5[CH:41]=[CH:42]4)[CH:20]=3)[S:18][C:14]=2[C:13]=1[C:29]1[CH:30]=[CH:31][C:32]([Cl:35])=[CH:33][CH:34]=1)[C:7]([O:9][CH2:10][CH3:11])=[O:8])([CH3:2])([CH3:4])[CH3:3], predict the reactants needed to synthesize it. The reactants are: [C:1]([O:5][C@@H:6]([C:12]1[C:27]([CH3:28])=[CH:26][C:15]2[N:16]=[C:17]([C:19]3[CH:24]=[CH:23][N:22]=[C:21](Cl)[CH:20]=3)[S:18][C:14]=2[C:13]=1[C:29]1[CH:34]=[CH:33][C:32]([Cl:35])=[CH:31][CH:30]=1)[C:7]([O:9][CH2:10][CH3:11])=[O:8])([CH3:4])([CH3:3])[CH3:2].[N:36]1[C:45]2[C:44](=[O:46])[NH:43][CH:42]=[CH:41][C:40]=2[CH:39]=[CH:38][CH:37]=1.C([O-])([O-])=O.[Cs+].[Cs+].